From a dataset of PAMPA (Parallel Artificial Membrane Permeability Assay) permeability data from NCATS. Regression/Classification. Given a drug SMILES string, predict its absorption, distribution, metabolism, or excretion properties. Task type varies by dataset: regression for continuous measurements (e.g., permeability, clearance, half-life) or binary classification for categorical outcomes (e.g., BBB penetration, CYP inhibition). Dataset: pampa_ncats. (1) The drug is C1=CC=C2C=C(C=CC2=C1)S(=O)(=O)NC3=CC=C(C=C3)S(=O)(=O)NC4=NC=CS4. The result is 0 (low-to-moderate permeability). (2) The drug is CCC(CC)(C(=O)N[C@@H](CCCN=C(N)N)C(=O)NC1(CCCC1)C(=O)NC(C2=CC=C(C=C2)F)C3=CC=C(C=C3)F)NC(=O)C(C)C. The result is 0 (low-to-moderate permeability). (3) The molecule is CC1=CC=CC=C1C2=NC3=CC=CC=C3C(=N2)NCC4=CC=CS4. The result is 1 (high permeability). (4) The drug is CC(C)(C)N1C=NC2=C1C=CC(=C2)C(=O)N3CCCCC3. The result is 1 (high permeability). (5) The result is 1 (high permeability). The drug is C1CC1N2C(=NN=N2)SC3=NC=NC4=C3C(=CS4)C5=CC=C(C=C5)F. (6) The molecule is COC1=C(C=C2C(=C1)C(=NC(=N2)N3CCCC3)NCCCCCN4CCCC4)OC. The result is 0 (low-to-moderate permeability). (7) The drug is CC(=O)NC1=CC=CC(=C1)C2=NC(=C3C=CN(C3=C2)CCOC)C4=CCOCC4. The result is 1 (high permeability). (8) The molecule is CC1=C(C=C(C=C1)C2=NN=C(C3=CC=CC=C32)NC4=CC=C(C=C4)OC)S(=O)(=O)NCC5=NC6=CC=CC=C6N5. The result is 1 (high permeability). (9) The drug is C1=CC=C(C(=C1)C2=CC=C(O2)/C=C\3/C(=O)N4C5=C(C=C(C=N5)Br)N=C4S3)C(=O)O. The result is 1 (high permeability).